Dataset: Peptide-MHC class I binding affinity with 185,985 pairs from IEDB/IMGT. Task: Regression. Given a peptide amino acid sequence and an MHC pseudo amino acid sequence, predict their binding affinity value. This is MHC class I binding data. (1) The peptide sequence is SRLVQQESG. The MHC is Mamu-B08 with pseudo-sequence Mamu-B08. The binding affinity (normalized) is 0.133. (2) The peptide sequence is IIRTENRPL. The MHC is HLA-B48:01 with pseudo-sequence HLA-B48:01. The binding affinity (normalized) is 0.0847. (3) The peptide sequence is AFEFINSLLK. The MHC is H-2-Db with pseudo-sequence H-2-Db. The binding affinity (normalized) is 0.